This data is from Forward reaction prediction with 1.9M reactions from USPTO patents (1976-2016). The task is: Predict the product of the given reaction. (1) Given the reactants [CH3:1][CH2:2][C:3]([CH2:11][O:12][CH2:13][CH:14]=[CH2:15])([CH2:6][O:7][CH2:8][CH:9]=[CH2:10])[CH2:4][OH:5].[C:16](O)(=[O:20])[C:17]([CH3:19])=[CH2:18].CS(O)(=O)=O, predict the reaction product. The product is: [CH3:1][CH2:2][C:3]([CH2:4][O:5][C:16]([C:17]([CH3:19])=[CH2:18])=[O:20])([CH2:6][O:7][CH2:8][CH:9]=[CH2:10])[CH2:11][O:12][CH2:13][CH:14]=[CH2:15]. (2) Given the reactants [C:1]([O:5][C:6](=[O:25])[NH:7][C:8]1([C:23]#[N:24])[CH2:13][CH2:12][CH:11]([CH2:14][O:15][Si:16]([C:19]([CH3:22])([CH3:21])[CH3:20])([CH3:18])[CH3:17])[CH2:10][CH2:9]1)([CH3:4])([CH3:3])[CH3:2].[NH2:26][OH:27], predict the reaction product. The product is: [C:1]([O:5][C:6](=[O:25])[NH:7][C:8]1([C:23](=[N:26][OH:27])[NH2:24])[CH2:13][CH2:12][CH:11]([CH2:14][O:15][Si:16]([C:19]([CH3:22])([CH3:21])[CH3:20])([CH3:17])[CH3:18])[CH2:10][CH2:9]1)([CH3:4])([CH3:2])[CH3:3].